From a dataset of hERG potassium channel inhibition data for cardiac toxicity prediction from Karim et al.. Regression/Classification. Given a drug SMILES string, predict its toxicity properties. Task type varies by dataset: regression for continuous values (e.g., LD50, hERG inhibition percentage) or binary classification for toxic/non-toxic outcomes (e.g., AMES mutagenicity, cardiotoxicity, hepatotoxicity). Dataset: herg_karim. (1) The compound is CCCN(C(=O)c1ccccc1SC)C1CCNC1. The result is 0 (non-blocker). (2) The drug is CCN1CC2CCCC[C@]2(c2ccc(Cl)c(Cl)c2)C1. The result is 1 (blocker). (3) The molecule is Cc1ccc2c(-c3nnc(SCCCN4CCc5ccc6oc(-c7cc(C)nn7C)nc6c5CC4)n3C)cccc2n1. The result is 1 (blocker).